Dataset: Forward reaction prediction with 1.9M reactions from USPTO patents (1976-2016). Task: Predict the product of the given reaction. (1) The product is: [CH2:1]([N:3]([CH2:29][C:30]1[CH:35]=[CH:34][C:33]([O:36][CH2:40][CH2:41][N:43]2[CH2:48][CH2:47][CH2:46][CH2:45][CH2:44]2)=[C:32]([F:37])[CH:31]=1)[C:4]1[CH:9]=[C:8]([O:10][CH3:11])[CH:7]=[CH:6][C:5]=1[C@@H:12]1[CH2:21][CH2:20][C:19]2[CH:18]=[C:17]([OH:22])[CH:16]=[CH:15][C:14]=2[CH2:13]1)[CH3:2]. Given the reactants [CH2:1]([N:3]([C:29](=O)[C:30]1[CH:35]=[CH:34][C:33]([OH:36])=[C:32]([F:37])[CH:31]=1)[C:4]1[CH:9]=[C:8]([O:10][CH3:11])[CH:7]=[CH:6][C:5]=1[C@@H:12]1[CH2:21][CH2:20][C:19]2[CH:18]=[C:17]([O:22]C(=O)C(C)(C)C)[CH:16]=[CH:15][C:14]=2[CH2:13]1)[CH3:2].Cl[CH2:40][C:41]([N:43]1[CH2:48][CH2:47][CH2:46][CH2:45][CH2:44]1)=O, predict the reaction product. (2) The product is: [CH3:20][N:12]([CH2:11][C:9]1[S:8][C:6]2[N:7]=[C:2]([C:31]3[CH:32]=[N:27][CH:28]=[N:29][CH:30]=3)[N:3]=[C:4]([N:21]3[CH2:26][CH2:25][O:24][CH2:23][CH2:22]3)[C:5]=2[CH:10]=1)[CH:13]1[CH2:18][CH2:17][N:16]([CH3:19])[CH2:15][CH2:14]1. Given the reactants Cl[C:2]1[N:3]=[C:4]([N:21]2[CH2:26][CH2:25][O:24][CH2:23][CH2:22]2)[C:5]2[CH:10]=[C:9]([CH2:11][N:12]([CH3:20])[CH:13]3[CH2:18][CH2:17][N:16]([CH3:19])[CH2:15][CH2:14]3)[S:8][C:6]=2[N:7]=1.[N:27]1[CH:32]=[C:31](B(O)O)[CH:30]=[N:29][CH:28]=1, predict the reaction product. (3) Given the reactants [O:1]=[C:2]1[C@@H:8]([NH:9][C:10](=[O:16])[O:11][C:12]([CH3:15])([CH3:14])[CH3:13])[CH2:7][O:6][C:5]2[CH:17]=[CH:18][CH:19]=[CH:20][C:4]=2[NH:3]1.[Br:21][C:22]1[CH:23]=[C:24]2[C:29](=[CH:30][CH:31]=1)[C:28]([CH2:32]Cl)=[C:27]([O:34][CH3:35])[CH:26]=[CH:25]2.C([O-])([O-])=O.[Cs+].[Cs+].[Na+].[I-], predict the reaction product. The product is: [Br:21][C:22]1[CH:23]=[C:24]2[C:29](=[CH:30][CH:31]=1)[C:28]([CH2:32][N:3]1[C:2](=[O:1])[C@@H:8]([NH:9][C:10](=[O:16])[O:11][C:12]([CH3:15])([CH3:14])[CH3:13])[CH2:7][O:6][C:5]3[CH:17]=[CH:18][CH:19]=[CH:20][C:4]1=3)=[C:27]([O:34][CH3:35])[CH:26]=[CH:25]2.